This data is from Reaction yield outcomes from USPTO patents with 853,638 reactions. The task is: Predict the reaction yield, written as a fraction of the theoretical maximum amount of product (1.0 means a 100% yield; for example, 0.34 means a 34% yield). (1) The yield is 1.00. The reactants are [F:1][C:2]1[C:7]2=[N:8][O:9][C:10]([CH3:11])=[C:6]2[CH:5]=[C:4]([C:12]([O:14]C)=[O:13])[C:3]=1[NH:16][C:17]1[CH:22]=[CH:21][C:20]([I:23])=[CH:19][C:18]=1[F:24].[Li+].[OH-]. The product is [F:1][C:2]1[C:7]2=[N:8][O:9][C:10]([CH3:11])=[C:6]2[CH:5]=[C:4]([C:12]([OH:14])=[O:13])[C:3]=1[NH:16][C:17]1[CH:22]=[CH:21][C:20]([I:23])=[CH:19][C:18]=1[F:24]. The catalyst is C1COCC1.O. (2) The reactants are [OH:1][C:2]1[CH:3]=[C:4]([NH:17]C(=O)C)[CH:5]=[CH:6][C:7]=1[C:8]([CH3:16])([CH3:15])[CH2:9][O:10][CH2:11][CH2:12][O:13][CH3:14].Cl.C([O-])([O-])=O.[Na+].[Na+]. No catalyst specified. The product is [CH3:14][O:13][CH2:12][CH2:11][O:10][CH2:9][C:8]([C:7]1[CH:6]=[CH:5][C:4]([NH2:17])=[CH:3][C:2]=1[OH:1])([CH3:16])[CH3:15]. The yield is 0.0600. (3) The reactants are B(Br)(Br)Br.C[O:6][C:7](=[O:31])[C:8]1[CH:13]=[CH:12][C:11]([O:14][CH2:15][C:16]([N:18]2[CH2:23][CH2:22][N:21]([CH2:24][CH2:25][C:26]([CH3:29])([CH3:28])[CH3:27])[CH2:20][CH2:19]2)=[O:17])=[C:10]([CH3:30])[CH:9]=1. The catalyst is ClCCl. The product is [CH3:27][C:26]([CH3:29])([CH3:28])[CH2:25][CH2:24][N:21]1[CH2:20][CH2:19][N:18]([C:16](=[O:17])[CH2:15][O:14][C:11]2[CH:12]=[CH:13][C:8]([C:7]([OH:31])=[O:6])=[CH:9][C:10]=2[CH3:30])[CH2:23][CH2:22]1. The yield is 0.720.